This data is from hERG Central: cardiac toxicity at 1µM, 10µM, and general inhibition. The task is: Predict hERG channel inhibition at various concentrations. (1) The drug is Clc1cccc(OCCN2CCN(CCOc3cccc(Cl)c3)CC2)c1. Results: hERG_inhib (hERG inhibition (general)): blocker. (2) The compound is Cc1ccc2c(c1)C(Nc1ccc(OCCN(C)C)cc1)c1ccccc1CS2.O=C(O)/C=C\C(=O)O. Results: hERG_inhib (hERG inhibition (general)): blocker. (3) The drug is Cc1ccccc1S(=O)(=O)Cc1ccc(C(=O)NCCCN(C)Cc2ccccc2)o1. Results: hERG_inhib (hERG inhibition (general)): blocker. (4) The compound is CCCCN(CC)CCCNC(=O)C1c2ccccc2C(=O)N(C)C1c1cn(C)c2ccccc12. Results: hERG_inhib (hERG inhibition (general)): blocker. (5) The compound is O=C(NCc1ccccc1)/C(=C/c1ccc([N+](=O)[O-])cc1)NC(=O)c1ccco1. Results: hERG_inhib (hERG inhibition (general)): blocker. (6) The drug is O=S(=O)(Cc1cc(-c2ccccc2Cl)no1)c1ccccc1. Results: hERG_inhib (hERG inhibition (general)): blocker.